This data is from Forward reaction prediction with 1.9M reactions from USPTO patents (1976-2016). The task is: Predict the product of the given reaction. (1) Given the reactants I[C:2]1[C:3]([NH2:14])=[CH:4][C:5]([C:8]2[CH:13]=[CH:12][CH:11]=[CH:10][CH:9]=2)=[N:6][CH:7]=1.N1C2C(=CC=C3C=2N=CC=C3)C=CC=1.[C:29](=O)([O-])[O-:30].[Cs+].[Cs+], predict the reaction product. The product is: [CH3:29][O:30][C:2]1[C:3]([NH2:14])=[CH:4][C:5]([C:8]2[CH:13]=[CH:12][CH:11]=[CH:10][CH:9]=2)=[N:6][CH:7]=1. (2) Given the reactants [S:1](=[O:5])(=O)([OH:3])[OH:2].[CH3:6][O:7][C:8]1[CH:13]=[CH:12][CH:11]=[CH:10][CH:9]=1.CCOCC, predict the reaction product. The product is: [CH3:6][O:7][C:8]1[CH:13]=[CH:12][CH:11]=[CH:10][C:9]=1[S:1]([OH:3])(=[O:5])=[O:2].